From a dataset of Reaction yield outcomes from USPTO patents with 853,638 reactions. Predict the reaction yield, written as a fraction of the theoretical maximum amount of product (1.0 means a 100% yield; for example, 0.34 means a 34% yield). (1) The reactants are [H-].[Al+3].[Li+].[H-].[H-].[H-].[CH3:7][O:8][C:9]1[CH:20]=[CH:19][C:12]2[CH2:13][CH2:14][CH2:15][C:16](=O)[NH:17][C:11]=2[CH:10]=1.O.[OH-].[Na+]. The catalyst is C1COCC1. The product is [CH3:7][O:8][C:9]1[CH:20]=[CH:19][C:12]2[CH2:13][CH2:14][CH2:15][CH2:16][NH:17][C:11]=2[CH:10]=1. The yield is 0.890. (2) The reactants are C([O:4][C:5]1[CH:14]=[C:13]2[C:8]([C:9](=O)[NH:10][CH:11]=[N:12]2)=[CH:7][C:6]=1[O:16][CH3:17])(=O)C.S(Cl)([Cl:20])=O. The catalyst is CN(C)C=O. The product is [Cl:20][C:9]1[C:8]2[C:13](=[CH:14][C:5]([OH:4])=[C:6]([O:16][CH3:17])[CH:7]=2)[N:12]=[CH:11][N:10]=1. The yield is 0.750. (3) The reactants are Cl[C:2]1[C:7]([CH3:9])([CH3:8])[CH2:6][CH2:5][CH2:4][C:3]=1[CH:10]=[O:11].C(=O)([O-])[O-].[K+].[K+].CC1(C)C(C)(C)OB([C:26]2[CH:27]=[C:28]3[C:33](=[CH:34][CH:35]=2)[O:32][CH2:31][CH2:30][CH2:29]3)O1. The catalyst is [Br-].C([N+](CCCC)(CCCC)CCCC)CCC.C(O)C.O.C(OCC)(=O)C.C([O-])(=O)C.C([O-])(=O)C.[Pd+2]. The product is [O:32]1[C:33]2[CH:34]=[CH:35][C:26]([C:2]3[C:7]([CH3:9])([CH3:8])[CH2:6][CH2:5][CH2:4][C:3]=3[CH:10]=[O:11])=[CH:27][C:28]=2[CH:29]=[CH:30][CH2:31]1. The yield is 0.490.